Dataset: Forward reaction prediction with 1.9M reactions from USPTO patents (1976-2016). Task: Predict the product of the given reaction. (1) Given the reactants FC(F)(F)S(O[C:7]1[C:8](=[O:20])[N:9]2[C:13](=[C:14]([C:16](=[O:19])CC)[CH:15]=1)[CH2:12][CH2:11][CH2:10]2)(=O)=O.C[Sn](C)(C)[C:25]1[CH:30]=[CH:29][CH:28]=[CH:27][N:26]=1.[Li+].[Cl-].C1C[O:38]CC1, predict the reaction product. The product is: [O:20]=[C:8]1[C:7]([C:25]2[CH:30]=[CH:29][CH:28]=[CH:27][N:26]=2)=[CH:15][C:14]([C:16]([OH:19])=[O:38])=[C:13]2[N:9]1[CH2:10][CH2:11][CH2:12]2. (2) Given the reactants [NH:1]1[C:9]2[C:4](=[CH:5][C:6]([NH:10][C:11]3([CH2:15]OS(C)(=O)=O)[CH2:14][CH2:13][CH2:12]3)=[CH:7][CH:8]=2)[CH:3]=[N:2]1.[NH3:21], predict the reaction product. The product is: [NH2:21][CH2:15][C:11]1([NH:10][C:6]2[CH:5]=[C:4]3[C:9](=[CH:8][CH:7]=2)[NH:1][N:2]=[CH:3]3)[CH2:14][CH2:13][CH2:12]1.